Dataset: Reaction yield outcomes from USPTO patents with 853,638 reactions. Task: Predict the reaction yield, written as a fraction of the theoretical maximum amount of product (1.0 means a 100% yield; for example, 0.34 means a 34% yield). (1) The reactants are Br[C:2]1[CH:3]=[C:4]([C:16]([F:19])([F:18])[F:17])[C:5]2[N:6]([C:8]([Cl:15])=[C:9]([C:11]([O:13][CH3:14])=[O:12])[N:10]=2)[CH:7]=1.[Br-].[CH2:21]([Zn+])[CH2:22][CH3:23]. The catalyst is O1CCCC1.ClCCl.C1C=CC(P(C2C=CC=CC=2)[C-]2C=CC=C2)=CC=1.C1C=CC(P(C2C=CC=CC=2)[C-]2C=CC=C2)=CC=1.Cl[Pd]Cl.[Fe+2].ClCCl. The product is [Cl:15][C:8]1[N:6]2[CH:7]=[C:2]([CH2:21][CH2:22][CH3:23])[CH:3]=[C:4]([C:16]([F:19])([F:18])[F:17])[C:5]2=[N:10][C:9]=1[C:11]([O:13][CH3:14])=[O:12]. The yield is 0.430. (2) The reactants are CNC(=O)C1C=CC=C(C2C=CC([O:16][C@@H]3[C@@H](O)[C@@H](O)[C@H](O)[C@@H](CO)O3)=C(C)C=2)C=1.C([O:33][C@@H:34]1[C@@H:39]([O:40]C(=O)C)[C@@H:38]([CH2:44][O:45]C(=O)C)[O:37][C@H:36]([O:49][C:50]2[CH:55]=[CH:54][C:53](Br)=[CH:52][C:51]=2[Cl:57])[C@H:35]1CC([O-])=O)(=O)C.[CH3:62][O:63][C:64]([C:66]1[CH:67]=[C:68](B(O)O)[CH:69]=[CH:70][CH:71]=1)=[O:65]. No catalyst specified. The product is [Cl:57][C:51]1[CH:52]=[C:53]([C:68]2[CH:67]=[C:66]([CH:71]=[CH:70][CH:69]=2)[C:64]([O:63][CH3:62])=[O:65])[CH:54]=[CH:55][C:50]=1[O:49][C@@H:36]1[C@@H:35]([OH:16])[C@@H:34]([OH:33])[C@H:39]([OH:40])[C@@H:38]([CH2:44][OH:45])[O:37]1. The yield is 0.430. (3) The reactants are [NH2:1][CH2:2][CH2:3][CH2:4][Si](OCC)(OCC)OCC.[C:15]1(C=[CH:21][C:19](O)=[CH:18][CH:17]=1)[OH:16]. The catalyst is C1(C)C=CC=CC=1. The product is [O:16]1[C:15]2[CH:17]=[CH:18][CH:19]=[CH:21][C:4]=2[CH:3]=[CH:2][NH:1]1. The yield is 0.650. (4) The reactants are [Cl:1][C:2]1[CH:7]=[C:6]([O:8][C:9]2[C:10]([CH:26]3[CH2:28][CH2:27]3)=[N:11][C:12]([N:17]3[CH2:22][CH2:21][NH:20][C@H:19]([CH:23]4[CH2:25][CH2:24]4)[CH2:18]3)=[C:13]([CH:16]=2)[C:14]#[N:15])[CH:5]=[CH:4][N:3]=1.[OH:29][CH2:30][CH2:31][C:32]([O-])=[O:33].[Na+].CN(C(ON1N=NC2C=CC=NC1=2)=[N+](C)C)C.F[P-](F)(F)(F)(F)F.CCN(C(C)C)C(C)C. The catalyst is CN(C=O)C. The product is [Cl:1][C:2]1[CH:7]=[C:6]([O:8][C:9]2[C:10]([CH:26]3[CH2:27][CH2:28]3)=[N:11][C:12]([N:17]3[CH2:22][CH2:21][N:20]([C:30](=[O:29])[CH2:31][CH2:32][OH:33])[C@H:19]([CH:23]4[CH2:25][CH2:24]4)[CH2:18]3)=[C:13]([CH:16]=2)[C:14]#[N:15])[CH:5]=[CH:4][N:3]=1. The yield is 0.520. (5) The reactants are [F:1][C:2]1[C:7]([O:8][CH2:9][CH2:10][O:11][CH3:12])=[CH:6][N:5]=[C:4]2[NH:13][CH:14]=[CH:15][C:3]=12.[N+:16]([O-])([OH:18])=[O:17]. No catalyst specified. The product is [F:1][C:2]1[C:7]([O:8][CH2:9][CH2:10][O:11][CH3:12])=[CH:6][N:5]=[C:4]2[NH:13][CH:14]=[C:15]([N+:16]([O-:18])=[O:17])[C:3]=12. The yield is 0.670. (6) The reactants are [CH3:1][C:2]1[CH:20]=[CH:19][CH:18]=[C:17]([CH3:21])[C:3]=1[O:4][C:5]1[CH:6]=[C:7]([C:14]([OH:16])=O)[C:8](=[CH:12][CH:13]=1)[C:9]([OH:11])=O.[NH2:22][CH2:23][C:24]([OH:26])=[O:25]. The catalyst is O. The product is [CH3:21][C:17]1[CH:18]=[CH:19][CH:20]=[C:2]([CH3:1])[C:3]=1[O:4][C:5]1[CH:6]=[C:7]2[C:8](=[CH:12][CH:13]=1)[C:9](=[O:11])[N:22]([CH2:23][C:24]([OH:26])=[O:25])[C:14]2=[O:16]. The yield is 0.990.